Regression. Given two drug SMILES strings and cell line genomic features, predict the synergy score measuring deviation from expected non-interaction effect. From a dataset of NCI-60 drug combinations with 297,098 pairs across 59 cell lines. (1) Drug 1: C1CCC(C1)C(CC#N)N2C=C(C=N2)C3=C4C=CNC4=NC=N3. Drug 2: CCN(CC)CCCC(C)NC1=C2C=C(C=CC2=NC3=C1C=CC(=C3)Cl)OC. Cell line: MDA-MB-231. Synergy scores: CSS=39.5, Synergy_ZIP=-4.02, Synergy_Bliss=-1.02, Synergy_Loewe=-16.3, Synergy_HSA=0.172. (2) Drug 1: CN1C2=C(C=C(C=C2)N(CCCl)CCCl)N=C1CCCC(=O)O.Cl. Drug 2: CC1C(C(CC(O1)OC2CC(CC3=C2C(=C4C(=C3O)C(=O)C5=C(C4=O)C(=CC=C5)OC)O)(C(=O)CO)O)N)O.Cl. Cell line: SK-MEL-5. Synergy scores: CSS=34.0, Synergy_ZIP=-1.82, Synergy_Bliss=-2.47, Synergy_Loewe=-28.0, Synergy_HSA=-2.07. (3) Drug 2: CC(C)(C#N)C1=CC(=CC(=C1)CN2C=NC=N2)C(C)(C)C#N. Synergy scores: CSS=-4.06, Synergy_ZIP=-2.93, Synergy_Bliss=-9.74, Synergy_Loewe=-8.67, Synergy_HSA=-9.28. Drug 1: CC12CCC(CC1=CCC3C2CCC4(C3CC=C4C5=CN=CC=C5)C)O. Cell line: CCRF-CEM. (4) Drug 1: C1CN1C2=NC(=NC(=N2)N3CC3)N4CC4. Drug 2: CC(C)(C#N)C1=CC(=CC(=C1)CN2C=NC=N2)C(C)(C)C#N. Cell line: RXF 393. Synergy scores: CSS=10.2, Synergy_ZIP=-2.08, Synergy_Bliss=0.00929, Synergy_Loewe=-1.24, Synergy_HSA=-1.29.